This data is from Peptide-MHC class I binding affinity with 185,985 pairs from IEDB/IMGT. The task is: Regression. Given a peptide amino acid sequence and an MHC pseudo amino acid sequence, predict their binding affinity value. This is MHC class I binding data. (1) The peptide sequence is FKINIFMAF. The MHC is HLA-B08:01 with pseudo-sequence HLA-B08:01. The binding affinity (normalized) is 0.143. (2) The binding affinity (normalized) is 0.155. The MHC is HLA-A30:02 with pseudo-sequence HLA-A30:02. The peptide sequence is TAAQAAVVRF. (3) The peptide sequence is YRYCHQLAL. The binding affinity (normalized) is 0.213. The MHC is HLA-C04:01 with pseudo-sequence HLA-C04:01. (4) The peptide sequence is SQRVEFLEY. The MHC is HLA-B57:01 with pseudo-sequence HLA-B57:01. The binding affinity (normalized) is 0.0847. (5) The MHC is HLA-A03:01 with pseudo-sequence HLA-A03:01. The binding affinity (normalized) is 0.527. The peptide sequence is MLMFITSSH. (6) The peptide sequence is FIAEIDHWI. The MHC is HLA-A30:01 with pseudo-sequence HLA-A30:01. The binding affinity (normalized) is 0. (7) The peptide sequence is NILGGVLHT. The MHC is HLA-A68:02 with pseudo-sequence HLA-A68:02. The binding affinity (normalized) is 0. (8) The MHC is HLA-B15:01 with pseudo-sequence HLA-B15:01. The binding affinity (normalized) is 0.559. The peptide sequence is QQMDPEHRQL. (9) The peptide sequence is AEALGPFQSFV. The MHC is H-2-Db with pseudo-sequence H-2-Db. The binding affinity (normalized) is 0.